Dataset: Forward reaction prediction with 1.9M reactions from USPTO patents (1976-2016). Task: Predict the product of the given reaction. Given the reactants [C:1]([C:4]1[CH:13]([C:14]2[CH:15]=[CH:16][CH:17]=[C:18]3[C:23]=2[O:22][C:21]([CH3:24])=[CH:20][C:19]3=[O:25])[C:12]2[C:11](=[O:26])[NH:10][CH:9]=[CH:8][C:7]=2[NH:6][C:5]=1[CH3:27])(=[O:3])[CH3:2].FC(F)(F)S(O[CH2:34][CH3:35])(=O)=O.CO, predict the reaction product. The product is: [C:1]([C:4]1[CH:13]([C:14]2[CH:15]=[CH:16][CH:17]=[C:18]3[C:23]=2[O:22][C:21]([CH3:24])=[CH:20][C:19]3=[O:25])[C:12]2[C:7](=[CH:8][CH:9]=[N:10][C:11]=2[O:26][CH2:34][CH3:35])[NH:6][C:5]=1[CH3:27])(=[O:3])[CH3:2].